Dataset: Forward reaction prediction with 1.9M reactions from USPTO patents (1976-2016). Task: Predict the product of the given reaction. (1) Given the reactants CO[CH:3](OC)[N:4]([CH3:6])[CH3:5].[O:9]=[C:10]([CH2:17][CH2:18][CH2:19][C:20]([O:22][CH2:23][CH3:24])=[O:21])[CH2:11][C:12]([O:14][CH2:15][CH3:16])=[O:13], predict the reaction product. The product is: [CH2:15]([O:14][C:12](=[O:13])[C:11](=[CH:3][N:4]([CH3:5])[CH3:6])[C:10](=[O:9])[CH2:17][CH2:18][CH2:19][C:20]([O:22][CH2:23][CH3:24])=[O:21])[CH3:16]. (2) Given the reactants [N+:1]([C:4]1[CH:12]=[C:11]2[C:7]([CH:8]=[CH:9][NH:10]2)=[CH:6][CH:5]=1)([O-:3])=[O:2].[CH2:13]1OCCOCCOCCOCCOCCOC1.CC(C)([O-])C.[K+].CI, predict the reaction product. The product is: [CH3:13][N:10]1[C:11]2[C:7](=[CH:6][CH:5]=[C:4]([N+:1]([O-:3])=[O:2])[CH:12]=2)[CH:8]=[CH:9]1. (3) Given the reactants [F:1][C:2]1[CH:7]=[CH:6][C:5]([N:8]2[CH:12]=[CH:11][CH:10]=[N:9]2)=[CH:4][CH:3]=1.[Cl:13][S:14](O)(=[O:16])=[O:15], predict the reaction product. The product is: [F:1][C:2]1[CH:3]=[CH:4][C:5]([N:8]2[CH:12]=[C:11]([S:14]([Cl:13])(=[O:16])=[O:15])[CH:10]=[N:9]2)=[CH:6][CH:7]=1. (4) The product is: [CH3:1][O:2][C:3](=[O:35])[C:4]1[CH:9]=[CH:8][C:7]([C:10]2[C:16]3=[CH:17][C:18]4[C:19]([CH3:28])([CH3:27])[CH2:20][CH2:21][C:22]([CH3:26])([CH3:25])[C:23]=4[CH:24]=[C:15]3[N:14]([CH3:29])[C:13]3[CH:30]=[CH:31][C:32]([C:36](=[O:38])[CH3:37])=[CH:33][C:12]=3[N:11]=2)=[CH:6][CH:5]=1. Given the reactants [CH3:1][O:2][C:3](=[O:35])[C:4]1[CH:9]=[CH:8][C:7]([C:10]2[C:16]3=[CH:17][C:18]4[C:19]([CH3:28])([CH3:27])[CH2:20][CH2:21][C:22]([CH3:26])([CH3:25])[C:23]=4[CH:24]=[C:15]3[N:14]([CH3:29])[C:13]3[CH:30]=[CH:31][C:32](Br)=[CH:33][C:12]=3[N:11]=2)=[CH:6][CH:5]=1.[CH:36]([O:38]CCCC)=[CH2:37].C1C=CC(P(C2C=CC=CC=2)CCCP(C2C=CC=CC=2)C2C=CC=CC=2)=CC=1.C([O-])([O-])=O.[K+].[K+].Cl, predict the reaction product. (5) Given the reactants [CH3:1][O:2][C:3]1[CH:11]=[CH:10][CH:9]=[C:8]2[C:4]=1[C:5]([NH2:12])=[N:6][NH:7]2.ClC1SC(S(N(S(C2SC(Cl)=CC=2)(=O)=O)C2C3C(=CC=CC=3OC)N(C(OC(C)(C)C)=O)N=2)(=O)=O)=CC=1.[C:50]1(=O)[O:55][C:53](=[O:54])[C:52]2=[CH:56][CH:57]=[CH:58][CH:59]=[C:51]12, predict the reaction product. The product is: [CH3:1][O:2][C:3]1[CH:11]=[CH:10][CH:9]=[C:8]2[C:4]=1[C:5]([N:12]1[C:53](=[O:54])[C:52]3[C:51](=[CH:59][CH:58]=[CH:57][CH:56]=3)[C:50]1=[O:55])=[N:6][NH:7]2. (6) Given the reactants [OH:1][C:2]1[CH:7]=[CH:6][C:5]([CH:8]([C:14]2[CH:19]=[CH:18][C:17]([OH:20])=[CH:16][CH:15]=2)[N:9]2[CH:13]=[N:12][CH:11]=[N:10]2)=[CH:4][CH:3]=1.[Br-:21].[Br-:22].[Br-].C([N+](C)(C)C)C1C=CC=CC=1.C([N+](C)(C)C)C1C=CC=CC=1.C([N+](C)(C)C)C1C=CC=CC=1, predict the reaction product. The product is: [Br:21][C:16]1[CH:15]=[C:14]([CH:8]([C:5]2[CH:6]=[CH:7][C:2]([OH:1])=[C:3]([Br:22])[CH:4]=2)[N:9]2[CH:13]=[N:12][CH:11]=[N:10]2)[CH:19]=[CH:18][C:17]=1[OH:20].